Dataset: Forward reaction prediction with 1.9M reactions from USPTO patents (1976-2016). Task: Predict the product of the given reaction. (1) Given the reactants [CH:1]1([N:6]2[CH2:16][CH2:15][C:14](=[O:17])[N:13]([CH3:18])[C:12]3[C:7]2=[N:8][C:9]([NH:19][C:20]2[CH:28]=[CH:27][C:23]([C:24](O)=[O:25])=[CH:22][C:21]=2[O:29][CH3:30])=[N:10][CH:11]=3)[CH2:5][CH2:4][CH2:3][CH2:2]1.CCN(C(C)C)C(C)C.CN(C(ON1N=NC2C=CC=NC1=2)=[N+](C)C)C.F[P-](F)(F)(F)(F)F.[NH2:64][CH:65]1[CH2:70][CH2:69][N:68]([CH2:71][CH2:72][CH3:73])[CH2:67][CH2:66]1, predict the reaction product. The product is: [CH:1]1([N:6]2[CH2:16][CH2:15][C:14](=[O:17])[N:13]([CH3:18])[C:12]3[C:7]2=[N:8][C:9]([NH:19][C:20]2[CH:28]=[CH:27][C:23]([C:24]([NH:64][CH:65]4[CH2:70][CH2:69][N:68]([CH2:71][CH2:72][CH3:73])[CH2:67][CH2:66]4)=[O:25])=[CH:22][C:21]=2[O:29][CH3:30])=[N:10][CH:11]=3)[CH2:5][CH2:4][CH2:3][CH2:2]1. (2) Given the reactants [CH2:1]([O:3][C@@H:4]([CH2:10][C:11]1[CH:16]=[CH:15][C:14]([O:17][CH2:18][C:19]([C:21]2[CH:26]=[CH:25][CH:24]=[C:23]([O:27][CH3:28])[CH:22]=2)=[O:20])=[CH:13][CH:12]=1)[C:5]([NH:7][O:8][CH3:9])=[O:6])[CH3:2], predict the reaction product. The product is: [CH2:1]([O:3][C@@H:4]([CH2:10][C:11]1[CH:16]=[CH:15][C:14]([O:17][CH2:18][C@H:19]([OH:20])[C:21]2[CH:26]=[CH:25][CH:24]=[C:23]([O:27][CH3:28])[CH:22]=2)=[CH:13][CH:12]=1)[C:5]([NH:7][O:8][CH3:9])=[O:6])[CH3:2]. (3) The product is: [CH:41]1([NH:44][C:29]([C:26]2[CH:27]=[CH:28][C:23]([C:15]3[CH:16]=[C:17]([OH:22])[C:18]([O:20][CH3:21])=[CH:19][C:14]=3[CH:9]3[CH:8]4[CH2:34][C:35]5[C:40]([CH:7]4[C:6]4[C:11](=[CH:12][CH:13]=[C:4]([C:1](=[NH:2])[NH2:3])[CH:5]=4)[NH:10]3)=[CH:39][CH:38]=[CH:37][CH:36]=5)=[C:24]([O:32][CH3:33])[CH:25]=2)=[O:30])[CH2:43][CH2:42]1. Given the reactants [C:1]([C:4]1[CH:5]=[C:6]2[C:11](=[CH:12][CH:13]=1)[NH:10][CH:9]([C:14]1[CH:19]=[C:18]([O:20][CH3:21])[C:17]([OH:22])=[CH:16][C:15]=1[C:23]1[CH:28]=[CH:27][C:26]([C:29](O)=[O:30])=[CH:25][C:24]=1[O:32][CH3:33])[CH:8]1[CH2:34][C:35]3[C:40]([CH:7]21)=[CH:39][CH:38]=[CH:37][CH:36]=3)(=[NH:3])[NH2:2].[CH:41]1([NH2:44])[CH2:43][CH2:42]1, predict the reaction product. (4) Given the reactants I[CH2:2][CH2:3][CH2:4][O:5][C:6]1[CH:11]=[CH:10][C:9]([NH:12][CH:13]=[C:14]2[C:22]3[C:17](=[CH:18][CH:19]=[CH:20][CH:21]=3)[NH:16][C:15]2=[O:23])=[CH:8][CH:7]=1.[NH:24]1[CH2:29][CH2:28][CH2:27][CH2:26][CH2:25]1, predict the reaction product. The product is: [N:24]1([CH2:2][CH2:3][CH2:4][O:5][C:6]2[CH:11]=[CH:10][C:9]([NH:12][CH:13]=[C:14]3[C:22]4[C:17](=[CH:18][CH:19]=[CH:20][CH:21]=4)[NH:16][C:15]3=[O:23])=[CH:8][CH:7]=2)[CH2:29][CH2:28][CH2:27][CH2:26][CH2:25]1. (5) Given the reactants Cl[C:2]1[N:11]=[CH:10][C:9]2[N:8]([CH3:12])[C:7](=[O:13])[C@@H:6]([CH2:14][CH3:15])[N:5]([CH:16]3[CH2:20][CH2:19]CC3)[C:4]=2[N:3]=1.[C:21]1([C:27]2[C:32](B3OC(C)(C)C(C)(C)O3)=[CH:31][CH:30]=[CH:29][N:28]=2)[CH:26]=[CH:25][CH:24]=[CH:23][CH:22]=1.C1(C2C=[N:50][CH:51]=CC=2B2OC(C)(C)C(C)(C)O2)C=CC=CC=1.[N:63]1C=CC(B(O)O)=CC=1, predict the reaction product. The product is: [CH2:14]([C@H:6]1[N:5]([C:16]2[CH:20]=[CH:19][N:50]([CH3:51])[N:63]=2)[C:4]2[N:3]=[C:2]([C:32]3[C:27]([C:21]4[CH:26]=[CH:25][CH:24]=[CH:23][CH:22]=4)=[N:28][CH:29]=[CH:30][CH:31]=3)[N:11]=[CH:10][C:9]=2[N:8]([CH3:12])[C:7]1=[O:13])[CH3:15]. (6) Given the reactants [Cl:1][C:2]1[CH:23]=[CH:22][CH:21]=[C:20]([Cl:24])[C:3]=1[C:4]([NH:6][C@H:7]([C:16]([O:18][CH3:19])=[O:17])[CH2:8][C:9]1[CH:14]=[CH:13][C:12]([OH:15])=[CH:11][CH:10]=1)=[O:5].O[CH2:26][CH2:27][C:28]1[CH:29]=[CH:30][C:31]2[N:36]([CH3:37])[CH2:35][CH2:34][N:33]([C:38]([O:40][C:41]([CH3:44])([CH3:43])[CH3:42])=[O:39])[C:32]=2[N:45]=1.C1(P(C2C=CC=CC=2)C2C=CC=CC=2)C=CC=CC=1, predict the reaction product. The product is: [Cl:1][C:2]1[CH:23]=[CH:22][CH:21]=[C:20]([Cl:24])[C:3]=1[C:4]([NH:6][C@H:7]([C:16]([O:18][CH3:19])=[O:17])[CH2:8][C:9]1[CH:10]=[CH:11][C:12]([O:15][CH2:26][CH2:27][C:28]2[CH:29]=[CH:30][C:31]3[N:36]([CH3:37])[CH2:35][CH2:34][N:33]([C:38]([O:40][C:41]([CH3:44])([CH3:43])[CH3:42])=[O:39])[C:32]=3[N:45]=2)=[CH:13][CH:14]=1)=[O:5]. (7) Given the reactants [Cl:1][C:2]1[C:3]([N:20]2[CH2:25][CH2:24][CH:23]([C:26]([OH:28])=O)[CH2:22][CH2:21]2)=[N:4][C:5]([CH2:13][N:14]2[CH2:18][CH2:17][CH2:16][C:15]2=[O:19])=[C:6]([C:8]([O:10][CH2:11][CH3:12])=[O:9])[CH:7]=1.[CH3:29][N:30]([C:35]1[CH:40]=[CH:39][CH:38]=[CH:37][CH:36]=1)[S:31]([NH2:34])(=[O:33])=[O:32], predict the reaction product. The product is: [Cl:1][C:2]1[C:3]([N:20]2[CH2:21][CH2:22][CH:23]([C:26](=[O:28])[NH:34][S:31]([N:30]([CH3:29])[C:35]3[CH:40]=[CH:39][CH:38]=[CH:37][CH:36]=3)(=[O:33])=[O:32])[CH2:24][CH2:25]2)=[N:4][C:5]([CH2:13][N:14]2[CH2:18][CH2:17][CH2:16][C:15]2=[O:19])=[C:6]([CH:7]=1)[C:8]([O:10][CH2:11][CH3:12])=[O:9].